Dataset: KCNQ2 potassium channel screen with 302,405 compounds. Task: Binary Classification. Given a drug SMILES string, predict its activity (active/inactive) in a high-throughput screening assay against a specified biological target. (1) The molecule is Brc1ccc(C2N=c3n([nH]cc3C(=O)N3CC4N(CCC4)CC3)C(C2)C(F)(F)F)cc1. The result is 0 (inactive). (2) The drug is S(CC(=O)NCc1occc1)CC(=O)Nc1ccc(OC)cc1. The result is 0 (inactive). (3) The compound is o1c(CN2Cc3c(NC2)n(c(=O)n(c3=O)C)C)ccc1. The result is 0 (inactive). (4) The molecule is O=C(Nc1cc(cc(c1)C)C)c1ccc(CN2CCc3c(C2)cccc3)cc1. The result is 0 (inactive). (5) The drug is O=C(NCc1ccccc1)c1c2n(c3c(n2)cccc3)c(cc1C)C. The result is 0 (inactive). (6) The drug is N1(CCc2c1cccc2)c1ncnc2n(ncc12)c1cc(ccc1)C. The result is 0 (inactive). (7) The compound is Clc1cc(C2(NC(=O)N(C2=O)Cc2oc(c(c2)C(OC)=O)C)CC)ccc1. The result is 0 (inactive).